Dataset: hERG Central: cardiac toxicity at 1µM, 10µM, and general inhibition. Task: Predict hERG channel inhibition at various concentrations. (1) The compound is CCCCc1ccc(NC(=S)N2CCN(C(=O)c3ccco3)CC2)cc1. Results: hERG_inhib (hERG inhibition (general)): blocker. (2) The compound is N/C(Cc1ccc([N+](=O)[O-])cc1)=N\OC(=O)c1cccc(Br)c1. Results: hERG_inhib (hERG inhibition (general)): blocker. (3) The molecule is Cc1ccc(OCCC(=O)OCC(=O)c2c(N)n(C)c(=O)n(C)c2=O)cc1. Results: hERG_inhib (hERG inhibition (general)): blocker. (4) The compound is Cc1ccc2c(c1)nnn2C1CCN(CC(=O)Nc2ccc3c(c2)OCCO3)CC1. Results: hERG_inhib (hERG inhibition (general)): blocker. (5) The compound is Cc1ccc(N2C(=O)C(CC(=O)Nc3cccc(F)c3)N(CCc3ccncc3)C2=O)cc1. Results: hERG_inhib (hERG inhibition (general)): blocker. (6) The drug is CCOCCCN(C(=O)c1snc(C(N)=O)c1N)C(C(=O)NC1CCCC1)c1ccc(OC)cc1. Results: hERG_inhib (hERG inhibition (general)): blocker. (7) The compound is Cc1c(C(=O)N2CCN(c3ccc(F)cc3)CC2)sc2ncnc(N3CCN(c4ccccn4)CC3)c12. Results: hERG_inhib (hERG inhibition (general)): blocker.